From a dataset of Forward reaction prediction with 1.9M reactions from USPTO patents (1976-2016). Predict the product of the given reaction. (1) Given the reactants [NH2:1][C:2]1[CH:3]=[C:4]([C:8]2[N:9]=[CH:10][N:11]([C:13]([N:15]([CH:17]3[CH2:22][CH2:21][N:20]([CH2:23][C:24]4[CH:29]=[CH:28][C:27](OC)=[C:26]([O:32][CH3:33])[CH:25]=4)[CH2:19][CH2:18]3)[CH3:16])=[O:14])[CH:12]=2)[CH:5]=[CH:6][CH:7]=1.C(N(CC)CC)C.[S:41](Cl)(=[O:44])(=[O:43])[NH2:42], predict the reaction product. The product is: [CH3:33][O:32][C:26]1[CH:25]=[C:24]([CH:29]=[CH:28][CH:27]=1)[CH2:23][N:20]1[CH2:21][CH2:22][CH:17]([N:15]([CH3:16])[C:13]([N:11]2[CH:12]=[C:8]([C:4]3[CH:5]=[CH:6][CH:7]=[C:2]([NH:1][S:41](=[O:44])(=[O:43])[NH2:42])[CH:3]=3)[N:9]=[CH:10]2)=[O:14])[CH2:18][CH2:19]1. (2) Given the reactants [CH3:1][O:2][C:3]1[CH:4]=[CH:5][C:6]([C:17](=[O:20])[CH2:18][CH3:19])=[C:7]2[C:12]=1[N:11]=[C:10]([C:13]([F:16])([F:15])[F:14])[CH:9]=[CH:8]2.[H-].[Na+].CO.O.[C:26](=[O:31])([O:29][CH3:30])OC, predict the reaction product. The product is: [CH3:1][O:2][C:3]1[CH:4]=[CH:5][C:6]([C:17](=[O:20])[CH:18]([CH3:19])[C:26]([O:29][CH3:30])=[O:31])=[C:7]2[C:12]=1[N:11]=[C:10]([C:13]([F:14])([F:15])[F:16])[CH:9]=[CH:8]2. (3) Given the reactants [Cl:1][C:2]1[C:3]([C:9]2[C:14]([F:15])=[CH:13][CH:12]=[C:11]([F:16])[N:10]=2)=[CH:4][C:5](F)=[N:6][CH:7]=1.[OH-].[NH4+:18], predict the reaction product. The product is: [Cl:1][C:2]1[C:3]([C:9]2[C:14]([F:15])=[CH:13][CH:12]=[C:11]([F:16])[N:10]=2)=[CH:4][C:5]([NH2:18])=[N:6][CH:7]=1. (4) The product is: [CH3:34][O:35][C:36]1[CH:43]=[CH:42][C:39]([CH2:40][O:23][C:22]([C:21]2[N:12]([N:11]([C:9]([O:8][CH2:1][C:2]3[CH:7]=[CH:6][CH:5]=[CH:4][CH:3]=3)=[O:10])[CH3:33])[C:13](=[O:32])[C:14]3[C:19]([C:20]=2[C:25]2[CH:30]=[CH:29][CH:28]=[CH:27][CH:26]=2)=[CH:18][C:17]([Cl:31])=[CH:16][CH:15]=3)=[O:24])=[CH:38][CH:37]=1. Given the reactants [CH2:1]([O:8][C:9]([N:11]([CH3:33])[N:12]1[C:21]([C:22]([OH:24])=[O:23])=[C:20]([C:25]2[CH:30]=[CH:29][CH:28]=[CH:27][CH:26]=2)[C:19]2[C:14](=[CH:15][CH:16]=[C:17]([Cl:31])[CH:18]=2)[C:13]1=[O:32])=[O:10])[C:2]1[CH:7]=[CH:6][CH:5]=[CH:4][CH:3]=1.[CH3:34][O:35][C:36]1[CH:43]=[CH:42][C:39]([CH2:40]O)=[CH:38][CH:37]=1, predict the reaction product. (5) Given the reactants [BH4-].[Na+].C(O)C.[Cl:6][C:7]1[CH:12]=[CH:11][N:10]=[C:9]2[CH:13]=[C:14]([CH:16]=[O:17])[S:15][C:8]=12, predict the reaction product. The product is: [Cl:6][C:7]1[CH:12]=[CH:11][N:10]=[C:9]2[CH:13]=[C:14]([CH2:16][OH:17])[S:15][C:8]=12. (6) Given the reactants BrC1C=C2C(=CC=1)CN(C(OC(C)(C)C)=O)C2.C1(C2N3N=C(N)N=C3C=CC=2)C=CC=CC=1.O1[CH2:39][CH2:38][N:37]([C:40]2[CH:45]=[CH:44][C:43]([NH:46][C:47]3[N:61]=[C:50]4[CH:51]=[CH:52][CH:53]=[C:54]([C:55]5[CH:60]=[CH:59][CH:58]=[CH:57][CH:56]=5)[N:49]4[N:48]=3)=[CH:42][CH:41]=2)CC1.[C:62]1([C:68]2[N:73]3[N:74]=[C:75]([NH:77][C:78]4[CH:79]=[C:80]5[C:84](=[CH:85][CH:86]=4)[CH2:83][N:82]([C:87]([O:89][C:90]([CH3:93])([CH3:92])[CH3:91])=[O:88])[CH2:81]5)[N:76]=[C:72]3[CH:71]=[CH:70][CH:69]=2)[CH:67]=[CH:66][CH:65]=[CH:64][CH:63]=1, predict the reaction product. The product is: [C:62]1([C:68]2[N:73]3[N:74]=[C:75]([NH:77][C:78]4[CH:79]=[C:80]5[C:84](=[CH:85][CH:86]=4)[CH2:83][N:82]([C:87]([O:89][C:90]([CH3:93])([CH3:92])[CH3:91])=[O:88])[CH2:81]5)[N:76]=[C:72]3[CH:71]=[CH:70][CH:69]=2)[CH:63]=[CH:64][CH:65]=[CH:66][CH:67]=1.[CH2:38]1[C:39]2[C:45](=[CH:44][C:43]([NH:46][C:47]3[N:61]=[C:50]4[CH:51]=[CH:52][CH:53]=[C:54]([C:55]5[CH:56]=[CH:57][CH:58]=[CH:59][CH:60]=5)[N:49]4[N:48]=3)=[CH:42][CH:41]=2)[CH2:40][NH:37]1. (7) Given the reactants [CH2:1]([O:3][C:4](=[O:9])[CH2:5][C:6]([O-:8])=O)[CH3:2].[K+].[Cl-].[Mg+2].[Cl-].[F:14][C:15]1[CH:23]=[C:22]([O:24][CH3:25])[CH:21]=[CH:20][C:16]=1C(Cl)=O.Cl, predict the reaction product. The product is: [F:14][C:15]1[CH:23]=[C:22]([O:24][CH3:25])[CH:21]=[CH:20][C:16]=1[C:6](=[O:8])[CH2:5][C:4]([O:3][CH2:1][CH3:2])=[O:9]. (8) Given the reactants [OH:1][C:2]1[CH:7]=[CH:6][C:5]([CH2:8][CH2:9]Br)=[CH:4][CH:3]=1.C(=O)([O-])[O-].[K+].[K+].[NH:17]1[CH2:22][CH2:21][CH:20]([CH2:23][NH:24][C:25]([C:27]2[C:35]3[C:30](=[CH:31][CH:32]=[CH:33][CH:34]=3)[N:29]([CH:36]([CH3:38])[CH3:37])[N:28]=2)=[O:26])[CH2:19][CH2:18]1.[ClH:39], predict the reaction product. The product is: [ClH:39].[OH:1][C:2]1[CH:7]=[CH:6][C:5]([CH2:8][CH2:9][N:17]2[CH2:22][CH2:21][CH:20]([CH2:23][NH:24][C:25]([C:27]3[C:35]4[C:30](=[CH:31][CH:32]=[CH:33][CH:34]=4)[N:29]([CH:36]([CH3:38])[CH3:37])[N:28]=3)=[O:26])[CH2:19][CH2:18]2)=[CH:4][CH:3]=1.